This data is from Peptide-MHC class II binding affinity with 134,281 pairs from IEDB. The task is: Regression. Given a peptide amino acid sequence and an MHC pseudo amino acid sequence, predict their binding affinity value. This is MHC class II binding data. (1) The peptide sequence is LAFYEVKCRAKYAFD. The MHC is DRB1_1302 with pseudo-sequence DRB1_1302. The binding affinity (normalized) is 0.268. (2) The peptide sequence is SNMLILNPTQSDSGI. The MHC is HLA-DQA10301-DQB10302 with pseudo-sequence HLA-DQA10301-DQB10302. The binding affinity (normalized) is 0.163. (3) The peptide sequence is EEAEISGSSARYDVA. The MHC is DRB1_0801 with pseudo-sequence DRB1_0801. The binding affinity (normalized) is 0.472. (4) The peptide sequence is ATPPPPPPPQLGASP. The MHC is DRB3_0101 with pseudo-sequence DRB3_0101. The binding affinity (normalized) is 0.142. (5) The peptide sequence is EENEGDNACKRTYSD. The MHC is DRB1_1101 with pseudo-sequence DRB1_1101. The binding affinity (normalized) is 0. (6) The peptide sequence is TGTEKLIETYFSKNYQDYEY. The MHC is H-2-IAs with pseudo-sequence H-2-IAs. The binding affinity (normalized) is 0. (7) The peptide sequence is SFLQNPQTSLCFSES. The MHC is DRB1_0901 with pseudo-sequence DRB1_0901. The binding affinity (normalized) is 0.133. (8) The peptide sequence is LEDARRLKAIYEK. The MHC is DRB1_0405 with pseudo-sequence DRB1_0405. The binding affinity (normalized) is 0.